The task is: Predict the reactants needed to synthesize the given product.. This data is from Full USPTO retrosynthesis dataset with 1.9M reactions from patents (1976-2016). (1) Given the product [F:19][C:20]1[CH:21]=[C:22]([C:27]2([OH:32])[CH2:31][CH2:30][CH2:29][CH2:28]2)[CH:23]=[C:24]([F:26])[C:25]=1[B:5]1[O:6][C:7]([CH3:12])([CH3:13])[C:8]([CH3:10])([CH3:11])[O:9]1, predict the reactants needed to synthesize it. The reactants are: C(O[B:5]1[O:9][C:8]([CH3:11])([CH3:10])[C:7]([CH3:13])([CH3:12])[O:6]1)(C)C.C([Li])CCC.[F:19][C:20]1[CH:21]=[C:22]([C:27]2([OH:32])[CH2:31][CH2:30][CH2:29][CH2:28]2)[CH:23]=[C:24]([F:26])[CH:25]=1. (2) The reactants are: [CH2:1]([N:4]1[CH2:9][CH2:8][N:7](C(OC(C)(C)C)=O)[CH2:6][C:5]1=[O:17])[CH:2]=[CH2:3].Cl. Given the product [CH2:1]([N:4]1[CH2:9][CH2:8][NH:7][CH2:6][C:5]1=[O:17])[CH:2]=[CH2:3], predict the reactants needed to synthesize it.